From a dataset of Catalyst prediction with 721,799 reactions and 888 catalyst types from USPTO. Predict which catalyst facilitates the given reaction. (1) Reactant: Br[CH2:2][CH2:3][CH:4]1[CH2:9][CH2:8][N:7]([C:10]2[CH:15]=[CH:14][C:13]([Cl:16])=[CH:12][C:11]=2[NH:17][C:18](=[O:26])[C:19]2[CH:24]=[CH:23][CH:22]=[C:21]([Cl:25])[CH:20]=2)[CH2:6][CH2:5]1.[OH:27][CH:28]1[CH2:33][CH2:32][NH:31][CH2:30][CH2:29]1.C(N(CC)C(C)C)(C)C. Product: [Cl:25][C:21]1[CH:20]=[C:19]([CH:24]=[CH:23][CH:22]=1)[C:18]([NH:17][C:11]1[CH:12]=[C:13]([Cl:16])[CH:14]=[CH:15][C:10]=1[N:7]1[CH2:8][CH2:9][CH:4]([CH2:3][CH2:2][N:31]2[CH2:32][CH2:33][CH:28]([OH:27])[CH2:29][CH2:30]2)[CH2:5][CH2:6]1)=[O:26]. The catalyst class is: 10. (2) Reactant: [CH3:1][N:2]([CH2:16][C@H:17]1[CH2:22][CH2:21][C@H:20]([CH2:23][O:24][CH2:25]/[CH:26]=[CH:27]/[CH2:28][NH:29][CH3:30])[CH2:19][CH2:18]1)[S:3]([C:6]1[CH:11]=[CH:10][C:9]([C:12]([F:15])([F:14])[F:13])=[CH:8][CH:7]=1)(=[O:5])=[O:4].Cl[C:32]1[CH:37]=[CH:36][N:35]=[C:34]([CH3:38])[N:33]=1.C(N(C(C)C)C(C)C)C. Product: [CH3:1][N:2]([CH2:16][C@H:17]1[CH2:22][CH2:21][C@H:20]([CH2:23][O:24][CH2:25]/[CH:26]=[CH:27]/[CH2:28][N:29]([CH3:30])[C:32]2[CH:37]=[CH:36][N:35]=[C:34]([CH3:38])[N:33]=2)[CH2:19][CH2:18]1)[S:3]([C:6]1[CH:7]=[CH:8][C:9]([C:12]([F:15])([F:13])[F:14])=[CH:10][CH:11]=1)(=[O:5])=[O:4]. The catalyst class is: 9. (3) Reactant: [Br:1][C:2]1[CH:7]=[CH:6][C:5]([CH2:8]Br)=[CH:4][C:3]=1[CH3:10].[C-:11]#[N:12].[K+]. Product: [Br:1][C:2]1[CH:7]=[CH:6][C:5]([CH2:8][C:11]#[N:12])=[CH:4][C:3]=1[CH3:10]. The catalyst class is: 34. (4) Reactant: [CH:1]1([OH:11])[C:10]2[C:5](=[CH:6][CH:7]=[CH:8][CH:9]=2)[CH2:4][CH2:3][CH2:2]1.[H-].[Na+].Br[C:15]1[C:20]([CH2:21][CH3:22])=[N:19][C:18]([C:23]2[CH:28]=[CH:27][C:26]([Cl:29])=[CH:25][C:24]=2[Cl:30])=[C:17]([CH2:31][CH3:32])[N:16]=1. Product: [Cl:30][C:24]1[CH:25]=[C:26]([Cl:29])[CH:27]=[CH:28][C:23]=1[C:18]1[C:17]([CH2:31][CH3:32])=[N:16][C:15]([O:11][CH:1]2[C:10]3[C:5](=[CH:6][CH:7]=[CH:8][CH:9]=3)[CH2:4][CH2:3][CH2:2]2)=[C:20]([CH2:21][CH3:22])[N:19]=1. The catalyst class is: 58. (5) Reactant: O[O:2][S:3]([O-:5])=O.[K+].[CH3:7][O:8][C:9](=[O:29])[C:10]([CH2:20][C:21]1[CH:26]=[CH:25][CH:24]=[C:23]([C:27]#[N:28])[CH:22]=1)([NH:15][C:16]([O:18][CH3:19])=[O:17])[CH2:11][CH2:12]SC.CO.[CH2:32](Cl)Cl. Product: [CH3:7][O:8][C:9](=[O:29])[C:10]([CH2:20][C:21]1[CH:26]=[CH:25][CH:24]=[C:23]([C:27]#[N:28])[CH:22]=1)([NH:15][C:16]([O:18][CH3:19])=[O:17])[CH2:11][CH2:12][S:3]([CH3:32])(=[O:5])=[O:2]. The catalyst class is: 283. (6) Reactant: [CH3:1][N:2]1[C:10]2[C:5](=[CH:6][CH:7]=[CH:8][CH:9]=2)[CH:4]=[CH:3]1.[Li]C(C)(C)C.[S:16](=[O:18])=[O:17].C1C(=O)N([Cl:26])C(=O)C1. Product: [CH3:1][N:2]1[C:10]2[C:5](=[CH:6][CH:7]=[CH:8][CH:9]=2)[CH:4]=[C:3]1[S:16]([Cl:26])(=[O:18])=[O:17]. The catalyst class is: 1. (7) Reactant: [CH3:1][Si:2]([C:5]#[CH:6])([CH3:4])[CH3:3].[Li]CCCC.[CH2:12]([O:14][C:15]([CH:17]1[CH2:22][C:21](=[O:23])[CH2:20][CH2:19][O:18]1)=[O:16])[CH3:13]. Product: [CH2:12]([O:14][C:15]([CH:17]1[CH2:22][C:21]([OH:23])([C:6]#[C:5][Si:2]([CH3:4])([CH3:3])[CH3:1])[CH2:20][CH2:19][O:18]1)=[O:16])[CH3:13]. The catalyst class is: 1. (8) Reactant: [F:1][C:2]([F:31])([F:30])[C:3]([C:12]1[CH:17]=[CH:16][C:15]([O:18][C:19]2[CH:24]=[CH:23][C:22](I)=[C:21]([CH3:26])[CH:20]=2)=[C:14]([CH2:27][CH2:28][CH3:29])[CH:13]=1)([O:8][CH2:9][O:10][CH3:11])[C:4]([F:7])([F:6])[F:5].[CH2:32]([O:34]C=C[Sn](CCCC)(CCCC)CCCC)[CH3:33].Cl. Product: [CH3:26][C:21]1[CH:20]=[C:19]([O:18][C:15]2[CH:16]=[CH:17][C:12]([C:3]([O:8][CH2:9][O:10][CH3:11])([C:4]([F:7])([F:6])[F:5])[C:2]([F:31])([F:30])[F:1])=[CH:13][C:14]=2[CH2:27][CH2:28][CH3:29])[CH:24]=[CH:23][C:22]=1[C:32](=[O:34])[CH3:33]. The catalyst class is: 11. (9) Product: [CH3:28][C:22]1([CH3:24])[O:14][C:7]2[CH:6]=[C:5]([CH2:4][C:1]([OH:3])=[O:2])[CH:13]=[CH:12][C:8]=2[C:9](=[O:11])[O:10]1. The catalyst class is: 21. Reactant: [C:1]([CH2:4][C:5]1[CH:13]=[CH:12][C:8]([C:9]([OH:11])=[O:10])=[C:7]([OH:14])[CH:6]=1)([OH:3])=[O:2].C(O[C:22]([C:24](F)(F)F)=O)(C(F)(F)F)=O.[C:28](O)(C(F)(F)F)=O.